From a dataset of Catalyst prediction with 721,799 reactions and 888 catalyst types from USPTO. Predict which catalyst facilitates the given reaction. (1) Reactant: [CH2:1]1[C:9]2[C:8]3[CH:10]=[CH:11][CH:12]=[CH:13][C:7]=3[O:6][C:5]=2[CH2:4][CH2:3][CH:2]1[NH2:14].[N+:15]([C:18]1[CH:26]=[CH:25][C:21]([C:22](Cl)=[O:23])=[CH:20][CH:19]=1)([O-:17])=[O:16].C(N(CC)CC)C. Product: [N+:15]([C:18]1[CH:19]=[CH:20][C:21]([C:22]([NH:14][C:2]2[CH:3]=[CH:4][C:5]3[O:6][C:7]4[CH2:13][CH2:12][CH2:11][CH2:10][C:8]=4[C:9]=3[CH:1]=2)=[O:23])=[CH:25][CH:26]=1)([O-:17])=[O:16]. The catalyst class is: 7. (2) Reactant: C([O:8][CH2:9][CH2:10][CH2:11][CH2:12][C@H:13]([CH3:23])[CH2:14][O:15][Si:16]([C:19]([CH3:22])([CH3:21])[CH3:20])([CH3:18])[CH3:17])C1C=CC=CC=1. Product: [C:19]([Si:16]([CH3:18])([CH3:17])[O:15][CH2:14][C@@H:13]([CH3:23])[CH2:12][CH2:11][CH2:10][CH2:9][OH:8])([CH3:21])([CH3:22])[CH3:20]. The catalyst class is: 833.